Dataset: Forward reaction prediction with 1.9M reactions from USPTO patents (1976-2016). Task: Predict the product of the given reaction. (1) Given the reactants [CH:1]1([NH:7][C:8](=[O:15])[C:9]2[CH:14]=[CH:13][CH:12]=[CH:11][CH:10]=2)[CH2:6][CH2:5][CH2:4][CH2:3][CH2:2]1.Cl[CH2:17][C:18](Cl)=[O:19].[N-:21]=[N+:22]=[N-:23].[Na+], predict the reaction product. The product is: [N:21]([CH2:17][C:18]([N:7]([CH:1]1[CH2:2][CH2:3][CH2:4][CH2:5][CH2:6]1)[C:8](=[O:15])[C:9]1[CH:14]=[CH:13][CH:12]=[CH:11][CH:10]=1)=[O:19])=[N+:22]=[N-:23]. (2) The product is: [Cl:51][C:49]1[CH:48]=[C:47]([C:52]([C:61]([F:64])([F:63])[F:62])([CH2:53][C:54](=[O:55])[N:56]2[CH:57]=[CH:58][CH:59]=[CH:60]2)[C:15]#[N:16])[CH:46]=[C:45]([Cl:44])[CH:50]=1. Given the reactants C(=O)([O-])[O-].[K+].[K+].[Br-].COC1C=C2C(=CC=1)[N:16]=[CH:15]C=C2[C@H]([C@@H]1C[C@@H]2CC[N+]1(CC1C(F)=C(F)C(F)=C(F)C=1F)C[C@@H]2C=C)O.[Cl:44][C:45]1[CH:46]=[C:47](/[C:52](/[C:61]([F:64])([F:63])[F:62])=[CH:53]\[C:54]([N:56]2[CH:60]=[CH:59][CH:58]=[CH:57]2)=[O:55])[CH:48]=[C:49]([Cl:51])[CH:50]=1.OC(C)(C)C#N.[C-]#N.[K+].[NH4+].[Cl-], predict the reaction product. (3) Given the reactants O.[OH-].[Li+].[F:4][C:5]([F:31])([F:30])[C:6]1[CH:11]=[CH:10][CH:9]=[CH:8][C:7]=1[S:12]([NH:15][C:16]1[S:20][C:19]2[CH2:21][CH2:22][CH2:23][CH2:24][C:18]=2[C:17]=1[C:25]([O:27]CC)=[O:26])(=[O:14])=[O:13], predict the reaction product. The product is: [F:30][C:5]([F:4])([F:31])[C:6]1[CH:11]=[CH:10][CH:9]=[CH:8][C:7]=1[S:12]([NH:15][C:16]1[S:20][C:19]2[CH2:21][CH2:22][CH2:23][CH2:24][C:18]=2[C:17]=1[C:25]([OH:27])=[O:26])(=[O:14])=[O:13].